The task is: Predict the product of the given reaction.. This data is from Forward reaction prediction with 1.9M reactions from USPTO patents (1976-2016). (1) Given the reactants [CH2:1]([N:8]([CH2:25][C:26]1[CH:31]=[CH:30][CH:29]=[CH:28][CH:27]=1)[CH:9]1[CH2:15][CH2:14][CH:13]2[CH2:16][CH:10]1[C:11](=[O:24])[N:12]2[C:17]([O:19][C:20]([CH3:23])([CH3:22])[CH3:21])=[O:18])[C:2]1[CH:7]=[CH:6][CH:5]=[CH:4][CH:3]=1.[BH4-].[Na+], predict the reaction product. The product is: [CH2:25]([N:8]([CH2:1][C:2]1[CH:3]=[CH:4][CH:5]=[CH:6][CH:7]=1)[C@H:9]1[CH2:15][CH2:14][C@@H:13]([NH:12][C:17](=[O:18])[O:19][C:20]([CH3:22])([CH3:23])[CH3:21])[CH2:16][C@H:10]1[CH2:11][OH:24])[C:26]1[CH:31]=[CH:30][CH:29]=[CH:28][CH:27]=1. (2) Given the reactants [F:1][C:2]1[CH:3]=[CH:4][C:5]([C:26]2[S:27][CH:28]=[C:29]([CH3:31])[N:30]=2)=[C:6]([NH:8][C:9]([O:11][CH2:12][CH:13]2[CH2:18][CH2:17][N:16](C(OC(C)(C)C)=O)[CH2:15][CH2:14]2)=[O:10])[CH:7]=1.Cl, predict the reaction product. The product is: [F:1][C:2]1[CH:3]=[CH:4][C:5]([C:26]2[S:27][CH:28]=[C:29]([CH3:31])[N:30]=2)=[C:6]([NH:8][C:9](=[O:10])[O:11][CH2:12][CH:13]2[CH2:18][CH2:17][NH:16][CH2:15][CH2:14]2)[CH:7]=1. (3) Given the reactants [CH3:1][N:2]1[C:10]2[C:5](=[CH:6][CH:7]=[CH:8][CH:9]=2)[CH:4]=[CH:3]1.[C:11](Cl)(=[O:15])[C:12]([Cl:14])=[O:13], predict the reaction product. The product is: [CH3:1][N:2]1[C:10]2[C:5](=[CH:6][CH:7]=[CH:8][CH:9]=2)[C:4]([C:11](=[O:15])[C:12]([Cl:14])=[O:13])=[CH:3]1.